This data is from Reaction yield outcomes from USPTO patents with 853,638 reactions. The task is: Predict the reaction yield, written as a fraction of the theoretical maximum amount of product (1.0 means a 100% yield; for example, 0.34 means a 34% yield). (1) The reactants are [F:1][C:2]1[CH:7]=[CH:6][C:5]([N:8]2[CH2:13][CH2:12][N:11]([C:14]3[N:19]=[CH:18][NH:17][C:16](=[O:20])[N:15]=3)[CH2:10][CH2:9]2)=[CH:4][CH:3]=1.[Cl:21][C:22]1[CH:29]=[CH:28][C:25]([CH2:26]Cl)=[CH:24][CH:23]=1.C(=O)([O-])[O-].[K+].[K+].[I-].[Na+].[CH3:38][N:39](C)[CH:40]=O. No catalyst specified. The product is [Cl:21][C:22]1[CH:29]=[CH:28][C:25]([CH2:26][N:17]2[C:18]([N:39]([CH3:40])[CH3:38])=[N:19][C:14]([N:11]3[CH2:10][CH2:9][N:8]([C:5]4[CH:6]=[CH:7][C:2]([F:1])=[CH:3][CH:4]=4)[CH2:13][CH2:12]3)=[N:15][C:16]2=[O:20])=[CH:24][CH:23]=1. The yield is 0.0100. (2) The reactants are C([O:3][C:4](=[O:25])[C:5](O)=[CH:6][C:7]([C:9]1[CH:14]=[CH:13][C:12]([C:15]2[CH:20]=[CH:19][C:18](O)=[C:17]([CH2:22][CH3:23])[CH:16]=2)=[CH:11][CH:10]=1)=O)C.[OH2:26].[NH2:27][NH2:28].[C:29](O)(=O)C.CC1C=CC(S(O)(=O)=O)=CC=1. The catalyst is CCO.O. The product is [CH2:22]([C:17]1[CH:16]=[C:15]([C:12]2[CH:11]=[CH:10][C:9]([C:7]3[CH:6]=[C:5]([C:4]([OH:25])=[O:3])[NH:27][N:28]=3)=[CH:14][CH:13]=2)[CH:20]=[CH:19][C:18]=1[O:26][CH3:29])[CH3:23]. The yield is 0.530.